This data is from Full USPTO retrosynthesis dataset with 1.9M reactions from patents (1976-2016). The task is: Predict the reactants needed to synthesize the given product. Given the product [F:4][C:5]1[CH:10]=[CH:9][C:8]([CH:11]2[C:20]([CH3:1])([OH:21])[C:19]3[C:14](=[CH:15][C:16]([O:22][CH:23]4[CH2:28][CH2:27][CH2:26][CH2:25][O:24]4)=[CH:17][CH:18]=3)[O:13][CH:12]2[C:29]2[CH:30]=[CH:31][C:32]([I:35])=[CH:33][CH:34]=2)=[CH:7][CH:6]=1, predict the reactants needed to synthesize it. The reactants are: [CH3:1][Mg]Cl.[F:4][C:5]1[CH:10]=[CH:9][C:8]([CH:11]2[C:20](=[O:21])[C:19]3[C:14](=[CH:15][C:16]([O:22][CH:23]4[CH2:28][CH2:27][CH2:26][CH2:25][O:24]4)=[CH:17][CH:18]=3)[O:13][CH:12]2[C:29]2[CH:34]=[CH:33][C:32]([I:35])=[CH:31][CH:30]=2)=[CH:7][CH:6]=1.[NH4+].[Cl-].